Predict the reaction yield, written as a fraction of the theoretical maximum amount of product (1.0 means a 100% yield; for example, 0.34 means a 34% yield). From a dataset of Reaction yield outcomes from USPTO patents with 853,638 reactions. (1) The reactants are [C:1]([C:5]1[CH:10]=[CH:9][C:8]([CH:11]2[CH2:13][CH:12]2[C:14]([NH:16][NH2:17])=[O:15])=[CH:7][CH:6]=1)([CH3:4])([CH3:3])[CH3:2].[CH:18]1[C:27]2[C:22](=[C:23]([C:28](=O)[CH3:29])[CH:24]=[CH:25][CH:26]=2)[CH:21]=[CH:20][N:19]=1. The catalyst is ClCCCl.O. The product is [C:1]([C:5]1[CH:10]=[CH:9][C:8]([CH:11]2[CH2:13][CH:12]2[C:14]([NH:16]/[N:17]=[C:28](/[C:23]2[CH:24]=[CH:25][CH:26]=[C:27]3[C:22]=2[CH:21]=[CH:20][N:19]=[CH:18]3)\[CH3:29])=[O:15])=[CH:7][CH:6]=1)([CH3:4])([CH3:2])[CH3:3]. The yield is 0.450. (2) The reactants are [CH3:1][C:2]1[CH:3]=[CH:4][C:5]2[N:6]([C:16]3[CH:21]=[CH:20][C:19]([O:22]C)=[CH:18][CH:17]=3)[C:7]3[C:12]([C:13]=2[CH:14]=1)=[CH:11][C:10]([CH3:15])=[CH:9][CH:8]=3.B(Br)(Br)Br.O. The catalyst is ClCCl. The product is [CH3:15][C:10]1[CH:9]=[CH:8][C:7]2[N:6]([C:16]3[CH:17]=[CH:18][C:19]([OH:22])=[CH:20][CH:21]=3)[C:5]3[C:13]([C:12]=2[CH:11]=1)=[CH:14][C:2]([CH3:1])=[CH:3][CH:4]=3. The yield is 0.990. (3) The reactants are C([O:4][C@H:5]1[C@@H:26]([O:27]C(=O)C)[C@H:25]([O:31]C(=O)C)[C@@H:24]([CH2:35][O:36]C(=O)C)[O:23][C@@H:6]1[O:7][C:8]1[CH:13]=[CH:12][C:11]([N:14]2[C:22]3[C:17](=[CH:18][CH:19]=[CH:20][CH:21]=3)[CH2:16][CH2:15]2)=[CH:10][CH:9]=1)(=O)C.C[O-].[Na+]. The catalyst is CO. The product is [O:7]([C:8]1[CH:9]=[CH:10][C:11]([N:14]2[C:22]3[C:17](=[CH:18][CH:19]=[CH:20][CH:21]=3)[CH2:16][CH2:15]2)=[CH:12][CH:13]=1)[C@H:6]1[O:23][C@H:24]([CH2:35][OH:36])[C@@H:25]([OH:31])[C@H:26]([OH:27])[C@@H:5]1[OH:4]. The yield is 0.370.